From a dataset of Catalyst prediction with 721,799 reactions and 888 catalyst types from USPTO. Predict which catalyst facilitates the given reaction. (1) Reactant: [CH:1]1([NH:6][C@@H:7]2[CH2:11][CH2:10][N:9]([C:12]([O:14][C:15]([CH3:18])([CH3:17])[CH3:16])=[O:13])[CH2:8]2)[CH2:5][CH2:4][CH2:3][CH2:2]1.Br[CH2:20][C:21]#[CH:22].C([O-])([O-])=O.[K+].[K+]. Product: [CH:1]1([N:6]([CH2:22][C:21]#[CH:20])[C@@H:7]2[CH2:11][CH2:10][N:9]([C:12]([O:14][C:15]([CH3:18])([CH3:17])[CH3:16])=[O:13])[CH2:8]2)[CH2:2][CH2:3][CH2:4][CH2:5]1. The catalyst class is: 10. (2) Reactant: I[CH:2]1[CH:8]2[CH2:9][CH:5]([C:6](=[O:10])[O:7]2)[CH2:4][CH2:3]1.N12CCCN=C1CCCCC2. Product: [CH:5]12[CH2:9][CH:8]([O:7][C:6]1=[O:10])[CH:2]=[CH:3][CH2:4]2. The catalyst class is: 48. (3) Reactant: [CH3:1][O:2][C:3]1[CH:8]=[CH:7][C:6]([CH2:9][NH2:10])=[CH:5][CH:4]=1.CCN(C(C)C)C(C)C.[Cl:20][C:21]1[CH:26]=[CH:25][C:24]([C:27]2[C:32]([C:33](Cl)=[O:34])=[C:31]([CH3:36])[N:30]=[CH:29][CH:28]=2)=[C:23]([F:37])[C:22]=1[O:38][CH3:39]. Product: [Cl:20][C:21]1[CH:26]=[CH:25][C:24]([C:27]2[C:32]([C:33]([NH:10][CH2:9][C:6]3[CH:7]=[CH:8][C:3]([O:2][CH3:1])=[CH:4][CH:5]=3)=[O:34])=[C:31]([CH3:36])[N:30]=[CH:29][CH:28]=2)=[C:23]([F:37])[C:22]=1[O:38][CH3:39]. The catalyst class is: 2. (4) Reactant: [CH2:1]([N:8]1[CH:13]=[CH:12][CH:11]=[C:10]([C:14]([NH:16][C@H:17]([CH2:22][CH2:23][CH2:24][NH:25][C:26]([NH:28][S:29]([C:32]2[C:33]([CH3:46])=[C:34]3[C:39](=[C:40]([CH3:43])[C:41]=2[CH3:42])[O:38][C:37]([CH3:45])([CH3:44])[CH2:36][CH2:35]3)(=[O:31])=[O:30])=[NH:27])[C:18]([O:20]C)=[O:19])=[O:15])[C:9]1=[O:47])[C:2]1[CH:7]=[CH:6][CH:5]=[CH:4][CH:3]=1.C1COCC1.CO.[OH-].[Na+]. Product: [CH2:1]([N:8]1[CH:13]=[CH:12][CH:11]=[C:10]([C:14]([NH:16][C@H:17]([CH2:22][CH2:23][CH2:24][NH:25][C:26]([NH:28][S:29]([C:32]2[C:33]([CH3:46])=[C:34]3[C:39](=[C:40]([CH3:43])[C:41]=2[CH3:42])[O:38][C:37]([CH3:44])([CH3:45])[CH2:36][CH2:35]3)(=[O:30])=[O:31])=[NH:27])[C:18]([OH:20])=[O:19])=[O:15])[C:9]1=[O:47])[C:2]1[CH:3]=[CH:4][CH:5]=[CH:6][CH:7]=1. The catalyst class is: 6. (5) Reactant: [Br:1][C:2]1[CH:3]=[C:4]([NH2:9])[C:5]([NH2:8])=[CH:6][CH:7]=1.[C:10](O)(=O)[CH3:11]. Product: [Br:1][C:2]1[CH:7]=[CH:6][C:5]2[NH:8][C:10]([CH3:11])=[N:9][C:4]=2[CH:3]=1. The catalyst class is: 286. (6) Reactant: [S:1]1[C:5]2[CH:6]=[CH:7][CH:8]=[CH:9][C:4]=2[NH:3][CH2:2]1.NC1C=CC=CC=1S.C=O.[C:20]([C:22]1[CH:23]=[C:24]([CH:28]=[C:29]([CH:33]2[CH2:36][CH2:35][CH2:34]2)[C:30]=1[O:31][CH3:32])[C:25](Cl)=[O:26])#[N:21]. Product: [C:20]([C:22]1[CH:23]=[C:24]([CH:28]=[C:29]([CH:33]2[CH2:34][CH2:35][CH2:36]2)[C:30]=1[O:31][CH3:32])[C:25]([N:3]1[C:4]2[CH:9]=[CH:8][CH:7]=[CH:6][C:5]=2[S:1][CH2:2]1)=[O:26])#[N:21]. The catalyst class is: 236. (7) Reactant: [CH2:1]([N:3]1[CH2:8][CH2:7][NH:6][CH2:5][CH2:4]1)[CH3:2].[Cl:9][C:10]1[CH:11]=[N:12][CH:13]=[C:14]([Cl:17])[C:15]=1Cl.C(N(CC)CC)C. Product: [Cl:17][C:14]1[CH:13]=[N:12][CH:11]=[C:10]([Cl:9])[C:15]=1[N:6]1[CH2:7][CH2:8][N:3]([CH2:1][CH3:2])[CH2:4][CH2:5]1. The catalyst class is: 37.